Task: Predict the product of the given reaction.. Dataset: Forward reaction prediction with 1.9M reactions from USPTO patents (1976-2016) (1) Given the reactants [CH3:1][O:2][C:3]([C:5]1[C:9]2[C:10](SC)=[N:11][CH2:12][CH2:13][C:8]=2[N:7]([CH2:16][CH2:17][C:18]2[CH:23]=[CH:22][C:21]([N+:24]([O-:26])=[O:25])=[CH:20][CH:19]=2)[CH:6]=1)=[O:4].[CH3:27][O:28][CH:29]([O:32][CH3:33])[CH2:30][NH2:31], predict the reaction product. The product is: [CH3:1][O:2][C:3]([C:5]1[C:9]2[C:10]([NH:31][CH2:30][CH:29]([O:32][CH3:33])[O:28][CH3:27])=[N:11][CH2:12][CH2:13][C:8]=2[N:7]([CH2:16][CH2:17][C:18]2[CH:23]=[CH:22][C:21]([N+:24]([O-:26])=[O:25])=[CH:20][CH:19]=2)[CH:6]=1)=[O:4]. (2) Given the reactants [Br:1][C:2]1[CH:3]=[C:4]([C:10](O)([CH2:14][CH:15]=[CH2:16])[CH2:11][CH:12]=[CH2:13])[CH:5]=[CH:6][C:7]=1[O:8][CH3:9].C([SiH](CC)CC)C.B(F)(F)F.CCOCC.[OH-].[K+], predict the reaction product. The product is: [Br:1][C:2]1[CH:3]=[C:4]([CH:10]([CH2:14][CH:15]=[CH2:16])[CH2:11][CH:12]=[CH2:13])[CH:5]=[CH:6][C:7]=1[O:8][CH3:9]. (3) Given the reactants [H-].[Na+].[I-].C[S+](C)(C)=O.[CH3:9]S(C)=O.[O:13]=[C:14]1[CH2:19][CH2:18][CH:17]([C:20]2[CH:30]=[CH:29][C:23]([C:24]([O:26][CH2:27][CH3:28])=[O:25])=[CH:22][CH:21]=2)[CH2:16][CH2:15]1, predict the reaction product. The product is: [O:13]1[C:14]2([CH2:19][CH2:18][CH:17]([C:20]3[CH:21]=[CH:22][C:23]([C:24]([O:26][CH2:27][CH3:28])=[O:25])=[CH:29][CH:30]=3)[CH2:16][CH2:15]2)[CH2:9]1. (4) Given the reactants C(N(CC)CC)C.[CH:8]([C:10]1[C:18]2[C:13](=[CH:14][CH:15]=[CH:16][CH:17]=2)[N:12](C(OC(C)(C)C)=O)[CH:11]=1)=[O:9].[CH3:26][O:27][C:28]1[CH:29]=[C:30]([CH:41]=[CH:42][CH:43]=1)[N:31]=[CH:32][C:33]1[CH:34]=[N:35][C:36]([O:39][CH3:40])=[N:37][CH:38]=1, predict the reaction product. The product is: [NH:12]1[C:13]2[C:18](=[CH:17][CH:16]=[CH:15][CH:14]=2)[C:10]([C:8](=[O:9])[CH:32]([NH:31][C:30]2[CH:41]=[CH:42][CH:43]=[C:28]([O:27][CH3:26])[CH:29]=2)[C:33]2[CH:34]=[N:35][C:36]([O:39][CH3:40])=[N:37][CH:38]=2)=[CH:11]1. (5) The product is: [F:5][C:6]1[C:11]([N+:1]([O-:4])=[O:2])=[CH:10][C:9]([N:12]2[C:16](=[O:17])[N:15]([CH3:18])[N:14]=[N:13]2)=[C:8]([O:19][CH3:20])[CH:7]=1. Given the reactants [N+:1]([O-:4])(O)=[O:2].[F:5][C:6]1[CH:11]=[CH:10][C:9]([N:12]2[C:16](=[O:17])[N:15]([CH3:18])[N:14]=[N:13]2)=[C:8]([O:19][CH3:20])[CH:7]=1, predict the reaction product.